From a dataset of Catalyst prediction with 721,799 reactions and 888 catalyst types from USPTO. Predict which catalyst facilitates the given reaction. The catalyst class is: 69. Reactant: CN(C)C=O.Br[C:7]1[CH:12]=[CH:11][C:10]([C:13]2[N:14]([CH2:22][O:23][CH2:24][CH2:25][Si:26]([CH3:29])([CH3:28])[CH3:27])[CH:15]=[C:16]([C:18]([F:21])([F:20])[F:19])[N:17]=2)=[C:9]([Cl:30])[CH:8]=1.[CH3:31][C:32]1[C:37](B2OC(C)(C)C(C)(C)O2)=[CH:36][N:35]=[C:34]([O:47][CH2:48][C:49]2([C:52]([O:54][CH3:55])=[O:53])[CH2:51][CH2:50]2)[CH:33]=1.C(=O)([O-])[O-].[Na+].[Na+]. Product: [Cl:30][C:9]1[CH:8]=[C:7]([C:37]2[C:32]([CH3:31])=[CH:33][C:34]([O:47][CH2:48][C:49]3([C:52]([O:54][CH3:55])=[O:53])[CH2:50][CH2:51]3)=[N:35][CH:36]=2)[CH:12]=[CH:11][C:10]=1[C:13]1[N:14]([CH2:22][O:23][CH2:24][CH2:25][Si:26]([CH3:29])([CH3:28])[CH3:27])[CH:15]=[C:16]([C:18]([F:21])([F:20])[F:19])[N:17]=1.